From a dataset of Reaction yield outcomes from USPTO patents with 853,638 reactions. Predict the reaction yield, written as a fraction of the theoretical maximum amount of product (1.0 means a 100% yield; for example, 0.34 means a 34% yield). (1) The reactants are [CH3:1][O:2][C:3]1[CH:26]=[CH:25][C:6]([CH2:7][N:8]2[CH:12]=[C:11]([C:13]3[N:14]=[C:15]([NH2:20])[S:16][C:17]=3[CH2:18]O)[C:10]([CH:21]([OH:24])[CH2:22][CH3:23])=[N:9]2)=[CH:5][CH:4]=1. The catalyst is C(O)(C(F)(F)F)=O.C(Cl)Cl. The product is [CH2:22]([CH:21]1[C:10]2[C:11](=[CH:12][N:8]([CH2:7][C:6]3[CH:5]=[CH:4][C:3]([O:2][CH3:1])=[CH:26][CH:25]=3)[N:9]=2)[C:13]2[N:14]=[C:15]([NH2:20])[S:16][C:17]=2[CH2:18][O:24]1)[CH3:23]. The yield is 0.190. (2) The reactants are [CH3:1][C:2](=[CH:4][CH2:5][CH2:6][C@H:7]([CH3:13])CCCCC)[CH3:3].C[C:15]([CH3:17])=[O:16].[OH:18]S(O)(=O)=O.O=[Cr](=O)=O.O.[O-]S([O-])(=O)=O.[Na+].[Na+]. The catalyst is CC(C)=O.C(Cl)Cl.CCOCC. The product is [CH3:1][C@H:2]([CH2:4][CH2:5][CH2:6][CH2:7][CH3:13])[CH2:3][CH2:17][C:15]([OH:18])=[O:16]. The yield is 0.540. (3) The reactants are [Cl:1][C:2]1[CH:3]=[C:4]2[C:12](=[C:13]([NH:15][C:16]([C@H:18]3[N:23]([CH2:24][C:25](O)=[O:26])[CH2:22][C:21]([CH3:29])([CH3:28])[O:20][CH2:19]3)=[O:17])[CH:14]=1)[NH:11][C:10]1[CH:9]=[N:8][CH:7]=[CH:6][C:5]2=1.[NH2:30][C:31]1[CH:32]=[N:33][CH:34]=[CH:35][CH:36]=1. The product is [Cl:1][C:2]1[CH:3]=[C:4]2[C:12](=[C:13]([NH:15][C:16]([C@@H:18]3[CH2:19][O:20][C:21]([CH3:28])([CH3:29])[CH2:22][N:23]3[CH2:24][C:25](=[O:26])[NH:30][C:31]3[CH:32]=[N:33][CH:34]=[CH:35][CH:36]=3)=[O:17])[CH:14]=1)[NH:11][C:10]1[CH:9]=[N:8][CH:7]=[CH:6][C:5]2=1. The yield is 0.550. No catalyst specified.